From a dataset of NCI-60 drug combinations with 297,098 pairs across 59 cell lines. Regression. Given two drug SMILES strings and cell line genomic features, predict the synergy score measuring deviation from expected non-interaction effect. Drug 1: C1=C(C(=O)NC(=O)N1)N(CCCl)CCCl. Drug 2: CCCCCOC(=O)NC1=NC(=O)N(C=C1F)C2C(C(C(O2)C)O)O. Cell line: SNB-19. Synergy scores: CSS=10.9, Synergy_ZIP=-9.05, Synergy_Bliss=-1.66, Synergy_Loewe=-20.6, Synergy_HSA=-0.941.